Dataset: Catalyst prediction with 721,799 reactions and 888 catalyst types from USPTO. Task: Predict which catalyst facilitates the given reaction. (1) Reactant: Br[C:2]1[S:6][C:5]([C@@:7]2([CH2:15][C:16]([O:18][C:19]([CH3:22])([CH3:21])[CH3:20])=[O:17])[CH2:12][CH2:11][CH2:10][CH2:9][S:8]2(=[O:14])=[O:13])=[CH:4][CH:3]=1.[C:23]1(B(O)O)[CH:28]=[CH:27][C:26]([B:29]([OH:31])[OH:30])=[CH:25][CH:24]=1.C(=O)([O-])[O-].[Na+].[Na+]. Product: [C:19]([O:18][C:16]([CH2:15][C@:7]1([C:5]2[S:6][C:2]([C:23]3[CH:28]=[CH:27][C:26]([B:29]([OH:31])[OH:30])=[CH:25][CH:24]=3)=[CH:3][CH:4]=2)[CH2:12][CH2:11][CH2:10][CH2:9][S:8]1(=[O:14])=[O:13])=[O:17])([CH3:22])([CH3:21])[CH3:20]. The catalyst class is: 184. (2) Reactant: [CH2:1]([O:3][C:4](=[O:26])[CH2:5][C:6]1[CH:7]=[C:8]([C:14]2[CH:19]=[CH:18][C:17]([C:20]([F:23])([F:22])[F:21])=[CH:16][C:15]=2[CH2:24]O)[C:9]([O:12][CH3:13])=[CH:10][CH:11]=1)[CH3:2].P(Br)(Br)[Br:28]. Product: [CH2:1]([O:3][C:4](=[O:26])[CH2:5][C:6]1[CH:7]=[C:8]([C:14]2[CH:19]=[CH:18][C:17]([C:20]([F:23])([F:22])[F:21])=[CH:16][C:15]=2[CH2:24][Br:28])[C:9]([O:12][CH3:13])=[CH:10][CH:11]=1)[CH3:2]. The catalyst class is: 57. (3) Reactant: Br[CH2:2][CH2:3][CH2:4][O:5][C:6]1[CH:11]=[CH:10][C:9]([C:12]2[C:13]3[CH:20]=[CH:19][CH:18]=[CH:17][C:14]=3[S:15][CH:16]=2)=[CH:8][CH:7]=1.C(=O)([O-])[O-].[K+].[K+].[C:27](#[N:29])[CH3:28].CO. Product: [S:15]1[CH:16]=[C:12]([C:9]2[CH:10]=[CH:11][C:6]([O:5][CH2:4][CH2:3][CH2:2][N:29]3[CH2:8][CH2:7][CH2:6][CH2:11][CH2:28][CH2:27]3)=[CH:7][CH:8]=2)[C:13]2[CH:20]=[CH:19][CH:18]=[CH:17][C:14]1=2. The catalyst class is: 13.